The task is: Regression/Classification. Given a drug SMILES string, predict its toxicity properties. Task type varies by dataset: regression for continuous values (e.g., LD50, hERG inhibition percentage) or binary classification for toxic/non-toxic outcomes (e.g., AMES mutagenicity, cardiotoxicity, hepatotoxicity). Dataset: ames.. This data is from Ames mutagenicity test results for genotoxicity prediction. (1) The compound is O=C1CCCCCCCCCCCCCCO1. The result is 0 (non-mutagenic). (2) The drug is CC(C)OC(=O)C[C@@](O)(CC(=O)O)C(=O)O. The result is 0 (non-mutagenic).